Dataset: Reaction yield outcomes from USPTO patents with 853,638 reactions. Task: Predict the reaction yield, written as a fraction of the theoretical maximum amount of product (1.0 means a 100% yield; for example, 0.34 means a 34% yield). (1) The reactants are C1(S(O)(=O)=O)C=CC=CC=1.[NH2:11][C:12]12[CH2:19][CH2:18][C:15]([C:20]([O:22][CH2:23][CH3:24])=[O:21])([CH2:16][CH2:17]1)[CH2:14][CH2:13]2.[F:25][C@@H:26]1[CH2:30][N:29]([C:31](=[O:43])[CH2:32]OS(C2C=CC=CC=2)(=O)=O)[C@H:28]([C:44]#[N:45])[CH2:27]1. No catalyst specified. The product is [CH2:23]([O:22][C:20]([C:15]12[CH2:14][CH2:13][C:12]([NH:11][CH2:32][C:31]([N:29]3[CH2:30][C@@H:26]([F:25])[CH2:27][C@H:28]3[C:44]#[N:45])=[O:43])([CH2:19][CH2:18]1)[CH2:17][CH2:16]2)=[O:21])[CH3:24]. The yield is 0.870. (2) The reactants are [CH:1]1([CH2:4][OH:5])[CH2:3][CH2:2]1.[H-].[Na+].[N:8]1[C:15]([Cl:16])=[N:14][C:12](Cl)=[N:11][C:9]=1[Cl:10]. The catalyst is C1COCC1. The product is [Cl:10][C:9]1[N:8]=[C:15]([Cl:16])[N:14]=[C:12]([O:5][CH2:4][CH:1]2[CH2:3][CH2:2]2)[N:11]=1. The yield is 0.450. (3) The reactants are C([O:8][CH2:9][CH:10]1[O:23][C:14]2=[C:15]3[C:20](=[CH:21][CH:22]=[C:13]2[O:12][CH2:11]1)[N:19]=[CH:18][CH:17]=[CH:16]3)C1C=CC=CC=1.Cl.[C:25]1(C)C=CC=CC=1. No catalyst specified. The product is [CH3:25][C:18]1[CH:17]=[CH:16][C:15]2[C:20](=[CH:21][CH:22]=[C:13]3[O:12][CH2:11][C@H:10]([CH2:9][OH:8])[O:23][C:14]3=2)[N:19]=1. The yield is 0.619. (4) The reactants are CON(C)[C:4](=[O:18])[CH:5]([O:16][CH3:17])[C:6]1[CH:15]=[CH:14][CH:13]=[C:12]2[C:7]=1[CH:8]=[CH:9][CH:10]=[N:11]2.[Br:20][C:21]1[C:26]([O:27][CH3:28])=[CH:25][C:24]([C:29]2[O:30][CH:31]=[CH:32][CH:33]=2)=[CH:23][C:22]=1[O:34][CH3:35]. No catalyst specified. The product is [Br:20][C:21]1[C:22]([O:34][CH3:35])=[CH:23][C:24]([C:29]2[O:30][C:31]([C:4](=[O:18])[CH:5]([O:16][CH3:17])[C:6]3[CH:15]=[CH:14][CH:13]=[C:12]4[C:7]=3[CH:8]=[CH:9][CH:10]=[N:11]4)=[CH:32][CH:33]=2)=[CH:25][C:26]=1[O:27][CH3:28]. The yield is 0.460. (5) The reactants are [NH2:1][N:2]1[C:7](=[O:8])[C:6]([C:9]2[NH:14][C:13]3[CH:15]=[CH:16][CH:17]=[CH:18][C:12]=3[S:11](=[O:20])(=[O:19])[N:10]=2)=[C:5]([OH:21])[C:4]2[S:22][CH:23]=[CH:24][C:3]1=2.[CH:25](=O)[C:26]1[CH:31]=[CH:30][CH:29]=[N:28][CH:27]=1. The catalyst is CN(C)C(=O)C. The product is [O:19]=[S:11]1(=[O:20])[C:12]2[CH:18]=[CH:17][CH:16]=[CH:15][C:13]=2[NH:14][C:9]([C:6]2[C:7](=[O:8])[N:2]([N:1]=[CH:25][C:26]3[CH:27]=[N:28][CH:29]=[CH:30][CH:31]=3)[C:3]3[CH:24]=[CH:23][S:22][C:4]=3[C:5]=2[OH:21])=[N:10]1. The yield is 0.840. (6) The reactants are [F:1][C:2]1[CH:3]=[C:4]([OH:9])[CH:5]=[CH:6][C:7]=1[F:8].[N+:10]([O-])([OH:12])=[O:11]. The catalyst is C(O)(=O)C. The product is [F:8][C:7]1[C:2]([F:1])=[CH:3][C:4]([OH:9])=[C:5]([N+:10]([O-:12])=[O:11])[CH:6]=1. The yield is 0.500. (7) The reactants are [I:1][C:2]1[CH:10]=[C:6]([C:7]([OH:9])=O)[C:5]([OH:11])=[CH:4][CH:3]=1.[CH2:12](Br)[C:13]1[CH:18]=[CH:17][CH:16]=[CH:15][CH:14]=1.C(=O)([O-])[O-].[K+].[K+].CN(C)[CH:28]=[O:29]. The catalyst is O. The product is [CH2:12]([O:11][C:5]1[CH:4]=[CH:3][C:2]([I:1])=[CH:10][C:6]=1[C:7]([O:29][CH2:28][C:2]1[CH:10]=[CH:6][CH:5]=[CH:4][CH:3]=1)=[O:9])[C:13]1[CH:18]=[CH:17][CH:16]=[CH:15][CH:14]=1. The yield is 0.700. (8) The reactants are C(O[CH:4]([NH:9][C:10]1[CH:30]=[CH:29][C:13]([O:14][C:15]2[N:20]=[CH:19][N:18]=[C:17]([NH:21][C:22]([N:24]3[CH2:28][CH2:27][CH2:26][CH2:25]3)=[O:23])[CH:16]=2)=[C:12]([F:31])[CH:11]=1)[C:5]([F:8])([F:7])[F:6])C.[C:32]([O:40][CH2:41][CH3:42])(=[O:39])[CH2:33][C:34]([O:36][CH2:37][CH3:38])=[O:35].[H-].[Na+].Cl. The catalyst is O1CCCC1.O. The product is [F:6][C:5]([F:7])([F:8])[CH:4]([CH:33]([C:34]([O:36][CH2:37][CH3:38])=[O:35])[C:32]([O:40][CH2:41][CH3:42])=[O:39])[NH:9][C:10]1[CH:30]=[CH:29][C:13]([O:14][C:15]2[CH:16]=[C:17]([NH:21][C:22]([N:24]3[CH2:25][CH2:26][CH2:27][CH2:28]3)=[O:23])[N:18]=[CH:19][N:20]=2)=[C:12]([F:31])[CH:11]=1. The yield is 0.220. (9) The reactants are O[CH2:2][C:3]1[CH:12]=[N:11][C:10]2[N:9]3[CH2:13][CH2:14][CH2:15][CH2:16][C@H:8]3[C:7](=[O:17])[NH:6][C:5]=2[CH:4]=1.[I-].C(C[P+](C)(C)C)#N.C(N(C(C)C)C(C)C)C.Cl.[Cl:36][C:37]1[CH:42]=[CH:41][C:40]([CH:43]2[CH2:48][CH2:47][NH:46][CH2:45][CH2:44]2)=[CH:39][CH:38]=1. The catalyst is C(#N)CC. The product is [Cl:36][C:37]1[CH:42]=[CH:41][C:40]([CH:43]2[CH2:44][CH2:45][N:46]([CH2:2][C:3]3[CH:12]=[N:11][C:10]4[N:9]5[CH2:13][CH2:14][CH2:15][CH2:16][C@H:8]5[C:7](=[O:17])[NH:6][C:5]=4[CH:4]=3)[CH2:47][CH2:48]2)=[CH:39][CH:38]=1. The yield is 0.125.